Dataset: Forward reaction prediction with 1.9M reactions from USPTO patents (1976-2016). Task: Predict the product of the given reaction. (1) Given the reactants [F:1][C:2]([F:15])([F:14])[C:3]1[CH:8]=[CH:7][CH:6]=[CH:5][C:4]=1[CH2:9][CH2:10][C:11]([OH:13])=O.[Cl:16][C:17]1[CH:18]=[CH:19][CH:20]=[C:21]2[C:30]=1[C:24]1([CH2:29][CH2:28][NH:27][CH2:26][CH2:25]1)[CH2:23][CH:22]2[CH2:31][C:32]([O:34]CC)=[O:33], predict the reaction product. The product is: [Cl:16][C:17]1[CH:18]=[CH:19][CH:20]=[C:21]2[C:30]=1[C:24]1([CH2:25][CH2:26][N:27]([C:11](=[O:13])[CH2:10][CH2:9][C:4]3[CH:5]=[CH:6][CH:7]=[CH:8][C:3]=3[C:2]([F:1])([F:15])[F:14])[CH2:28][CH2:29]1)[CH2:23][CH:22]2[CH2:31][C:32]([OH:34])=[O:33]. (2) Given the reactants [C:1]([O:5][C:6]([NH:8][C@@H:9]([CH2:13][CH:14]1[CH2:19][CH2:18][N:17]([C:20]([O:22][C:23]([CH3:26])([CH3:25])[CH3:24])=[O:21])[CH2:16][CH2:15]1)[C:10]([OH:12])=O)=[O:7])([CH3:4])([CH3:3])[CH3:2].[NH2:27][C:28]1[CH:29]=[N:30][C:31]2[C:36]([CH:37]=1)=[CH:35][CH:34]=[CH:33][CH:32]=2.C[N+]1(C2N=C(OC)N=C(OC)N=2)CCOCC1.[Cl-], predict the reaction product. The product is: [C:1]([O:5][C:6]([NH:8][C@H:9]([C:10](=[O:12])[NH:27][C:28]1[CH:29]=[N:30][C:31]2[C:36]([CH:37]=1)=[CH:35][CH:34]=[CH:33][CH:32]=2)[CH2:13][CH:14]1[CH2:15][CH2:16][N:17]([C:20]([O:22][C:23]([CH3:26])([CH3:25])[CH3:24])=[O:21])[CH2:18][CH2:19]1)=[O:7])([CH3:4])([CH3:2])[CH3:3]. (3) Given the reactants [NH2:1]CCCN1CCC(C2C=C(NC(=O)N(C)C)C=CC=2)CC1.NCCCN1CCC(C2C=C(NC(=O)OC(C)C)C=CC=2)CC1.NCCCN1CCC(C2C=C(NC(=O)OCC3C=CC=CC=3)C=CC=2)CC1.NC[CH2:75][CH2:76][N:77]1[CH2:82][CH2:81][CH:80]([C:83]2[CH:84]=[C:85]([NH:91][C:92](=[O:96])[CH:93]([CH3:95])[CH3:94])[CH:86]=[CH:87][C:88]=2OC)[CH2:79][CH2:78]1.NCCCN1CCC(C2C=C(NC(=O)CCC)C=CC=2OC)CC1.NCCCN1CCC(C2C=CC(O)=C(NC(=O)C(C)C)C=2)CC1, predict the reaction product. The product is: [NH2:1][CH2:75][CH2:76][N:77]1[CH2:78][CH2:79][CH:80]([C:83]2[CH:84]=[C:85]([NH:91][C:92](=[O:96])[CH:93]([CH3:94])[CH3:95])[CH:86]=[CH:87][CH:88]=2)[CH2:81][CH2:82]1. (4) Given the reactants Br[C:2]1[CH:11]=[CH:10][C:5]2[NH:6][C:7](=[O:9])[S:8][C:4]=2[CH:3]=1.C[Mg]Br.C([Li])CCC.CN(C)[CH:22]=[O:23].C(O)(=O)CC(CC(O)=O)(C(O)=O)O, predict the reaction product. The product is: [O:9]=[C:7]1[NH:6][C:5]2[CH:10]=[CH:11][C:2]([CH:22]=[O:23])=[CH:3][C:4]=2[S:8]1. (5) Given the reactants [CH3:1][N:2]([CH3:25])[C:3]([CH2:5][CH2:6][C:7]1[C:8]([S:13]([C:16]2[CH:24]=[CH:23][CH:22]=[CH:21][C:17]=2[C:18]([OH:20])=[O:19])(=[O:15])=[O:14])=[C:9]([CH3:12])[NH:10][CH:11]=1)=[O:4].P(Cl)(Cl)(Cl)=O.CN([CH:34]=[O:35])C, predict the reaction product. The product is: [CH3:25][N:2]([CH3:1])[C:3]([CH2:5][CH2:6][C:7]1[C:8]([S:13]([C:16]2[CH:24]=[CH:23][CH:22]=[CH:21][C:17]=2[C:18]([OH:20])=[O:19])(=[O:15])=[O:14])=[C:9]([CH3:12])[NH:10][C:11]=1[CH:34]=[O:35])=[O:4].